Task: Predict which catalyst facilitates the given reaction.. Dataset: Catalyst prediction with 721,799 reactions and 888 catalyst types from USPTO (1) Reactant: [F:1][C:2]1[C:3]([F:21])=[C:4]2[O:8][C:7]([CH3:9])=[CH:6][C:5]2=[C:10]([CH:19]=[O:20])[C:11]=1[O:12]COCCOC.Cl. Product: [F:1][C:2]1[C:3]([F:21])=[C:4]2[O:8][C:7]([CH3:9])=[CH:6][C:5]2=[C:10]([CH:19]=[O:20])[C:11]=1[OH:12]. The catalyst class is: 680. (2) Reactant: [CH2:1]([C@H:8]1[CH2:12][O:11][C:10](=[O:13])[N:9]1[C:14](=[O:40])[C@@H:15]([O:32][C:33]1[CH:38]=[CH:37][C:36]([F:39])=[CH:35][CH:34]=1)[C@@H:16]([C:18]1[CH:23]=[CH:22][C:21]([O:24]CC2C=CC=CC=2)=[CH:20][CH:19]=1)[OH:17])[C:2]1[CH:7]=[CH:6][CH:5]=[CH:4][CH:3]=1. Product: [CH2:1]([C@H:8]1[CH2:12][O:11][C:10](=[O:13])[N:9]1[C:14](=[O:40])[C@@H:15]([O:32][C:33]1[CH:38]=[CH:37][C:36]([F:39])=[CH:35][CH:34]=1)[C@H:16]([OH:17])[C:18]1[CH:23]=[CH:22][C:21]([OH:24])=[CH:20][CH:19]=1)[C:2]1[CH:7]=[CH:6][CH:5]=[CH:4][CH:3]=1. The catalyst class is: 45. (3) Reactant: C([NH:9][C:10]([NH:12][C:13]1[CH:14]=[C:15]([C:21]2[CH:26]=[CH:25][CH:24]=[CH:23][CH:22]=2)[CH:16]=[C:17]([O:19][CH3:20])[CH:18]=1)=[S:11])(=O)C1C=CC=CC=1.C[O-].[Na+]. Product: [CH3:20][O:19][C:17]1[CH:18]=[C:13]([NH:12][C:10]([NH2:9])=[S:11])[CH:14]=[C:15]([C:21]2[CH:26]=[CH:25][CH:24]=[CH:23][CH:22]=2)[CH:16]=1. The catalyst class is: 5. (4) Reactant: FC(F)(F)C(O)=O.[Cl:8][C:9]1[CH:10]=[C:11]([CH:15]2[C:19]([C:22]3[CH:27]=[CH:26][C:25]([Cl:28])=[CH:24][CH:23]=3)([C:20]#[N:21])[CH:18]([CH2:29][C:30]([CH3:33])([CH3:32])[CH3:31])[NH:17][CH:16]2[C:34](O)=[O:35])[CH:12]=[CH:13][CH:14]=1.[C:37]([NH:44][CH2:45][CH2:46][CH2:47][NH2:48])([O:39][C:40]([CH3:43])([CH3:42])[CH3:41])=[O:38].CN(C(ON1N=NC2C=CC=NC1=2)=[N+](C)C)C.F[P-](F)(F)(F)(F)F.CCN(C(C)C)C(C)C. Product: [C:40]([O:39][C:37](=[O:38])[NH:44][CH2:45][CH2:46][CH2:47][NH:48][C:34]([C@H:16]1[C@H:15]([C:11]2[CH:12]=[CH:13][CH:14]=[C:9]([Cl:8])[CH:10]=2)[C@:19]([C:22]2[CH:27]=[CH:26][C:25]([Cl:28])=[CH:24][CH:23]=2)([C:20]#[N:21])[C@H:18]([CH2:29][C:30]([CH3:31])([CH3:33])[CH3:32])[NH:17]1)=[O:35])([CH3:43])([CH3:41])[CH3:42]. The catalyst class is: 2. (5) Reactant: CCCP1(OP(CCC)(=O)OP(CCC)(=O)O1)=O.[NH2:19][C:20]1[CH:28]=[CH:27][C:23]([C:24]([OH:26])=O)=[C:22]([O:29][CH3:30])[CH:21]=1.[C:31]([NH:35][C:36](=[O:50])[C:37]1[CH:42]=[CH:41][CH:40]=[C:39]([CH2:43][N:44]2[CH2:49][CH2:48][NH:47][CH2:46][CH2:45]2)[CH:38]=1)([CH3:34])([CH3:33])[CH3:32].C(N(CC)CC)C. The catalyst class is: 4. Product: [NH2:19][C:20]1[CH:28]=[CH:27][C:23]([C:24]([N:47]2[CH2:46][CH2:45][N:44]([CH2:43][C:39]3[CH:38]=[C:37]([CH:42]=[CH:41][CH:40]=3)[C:36]([NH:35][C:31]([CH3:33])([CH3:34])[CH3:32])=[O:50])[CH2:49][CH2:48]2)=[O:26])=[C:22]([O:29][CH3:30])[CH:21]=1. (6) Reactant: Br[C:2]1[CH:7]=[C:6]([CH2:8][N:9]2[C:17](=[O:18])[C:16]3[C:11](=[CH:12][CH:13]=[CH:14][CH:15]=3)[C:10]2=[O:19])[C:5]([F:20])=[CH:4][N:3]=1.[CH3:21][N:22]1[C:26](B2OC(C)(C)C(C)(C)O2)=[CH:25][C:24]([C:36]([F:39])([F:38])[F:37])=[N:23]1.C(=O)([O-])[O-].[K+].[K+]. Product: [F:20][C:5]1[C:6]([CH2:8][N:9]2[C:17](=[O:18])[C:16]3[C:11](=[CH:12][CH:13]=[CH:14][CH:15]=3)[C:10]2=[O:19])=[CH:7][C:2]([C:26]2[N:22]([CH3:21])[N:23]=[C:24]([C:36]([F:39])([F:38])[F:37])[CH:25]=2)=[N:3][CH:4]=1. The catalyst class is: 294. (7) Reactant: [C:1]1([CH:7]([C:10]2[CH:15]=[CH:14][C:13](B3OC(C)(C)C(C)(C)O3)=[CH:12][CH:11]=2)[C:8]#[N:9])[CH:6]=[CH:5][CH:4]=[CH:3][CH:2]=1.I[C:26]1[C:34]2[C:29](=[N:30][CH:31]=[N:32][C:33]=2[NH2:35])[N:28]([C@H:36]2[CH2:41][CH2:40][C@@H:39]([N:42]3[CH2:47][CH2:46][N:45]([CH3:48])[CH2:44][CH2:43]3)[CH2:38][CH2:37]2)[N:27]=1.O.C(=O)([O-])[O-].[Na+].[Na+]. Product: [NH2:35][C:33]1[N:32]=[CH:31][N:30]=[C:29]2[N:28]([C@H:36]3[CH2:41][CH2:40][C@@H:39]([N:42]4[CH2:43][CH2:44][N:45]([CH3:48])[CH2:46][CH2:47]4)[CH2:38][CH2:37]3)[N:27]=[C:26]([C:13]3[CH:12]=[CH:11][C:10]([CH:7]([C:8]#[N:9])[C:1]4[CH:2]=[CH:3][CH:4]=[CH:5][CH:6]=4)=[CH:15][CH:14]=3)[C:34]=12. The catalyst class is: 149.